From a dataset of Forward reaction prediction with 1.9M reactions from USPTO patents (1976-2016). Predict the product of the given reaction. (1) Given the reactants [Si:1]([O:8][CH2:9][C:10]1[C:18]2[O:17][N:16]=[C:15]([CH2:19][CH2:20][CH:21]3[CH2:26][CH2:25][N:24]([C:27]([O:29][C:30]([CH3:33])([CH3:32])[CH3:31])=[O:28])[CH2:23][CH2:22]3)[C:14]=2[CH:13]=[CH:12][C:11]=1[CH:34]=C)([C:4]([CH3:7])([CH3:6])[CH3:5])([CH3:3])[CH3:2].I([O-])(=O)(=O)=[O:37].[Na+], predict the reaction product. The product is: [Si:1]([O:8][CH2:9][C:10]1[C:18]2[O:17][N:16]=[C:15]([CH2:19][CH2:20][CH:21]3[CH2:26][CH2:25][N:24]([C:27]([O:29][C:30]([CH3:32])([CH3:31])[CH3:33])=[O:28])[CH2:23][CH2:22]3)[C:14]=2[CH:13]=[CH:12][C:11]=1[CH:34]=[O:37])([C:4]([CH3:7])([CH3:6])[CH3:5])([CH3:3])[CH3:2]. (2) The product is: [C:24]([O:23][C:21](=[O:22])[NH:20][CH2:19][CH2:18][CH2:17][CH2:16][CH:12]([NH:11][C:9]([O:8][CH2:1][C:2]1[CH:7]=[CH:6][CH:5]=[CH:4][CH:3]=1)=[O:10])[CH2:13][OH:14])([CH3:27])([CH3:25])[CH3:26]. Given the reactants [CH2:1]([O:8][C:9]([NH:11][CH:12]([CH2:16][CH2:17][CH2:18][CH2:19][NH:20][C:21]([O:23][C:24]([CH3:27])([CH3:26])[CH3:25])=[O:22])[C:13](O)=[O:14])=[O:10])[C:2]1[CH:7]=[CH:6][CH:5]=[CH:4][CH:3]=1.C(N1C=CN=C1)(N1C=CN=C1)=O.[BH4-].[Na+].[H][H], predict the reaction product.